Dataset: Forward reaction prediction with 1.9M reactions from USPTO patents (1976-2016). Task: Predict the product of the given reaction. Given the reactants [CH3:1][C:2]1[N:3]=[C:4]([CH2:10][CH2:11][C:12]2[C:13]([C:18]3[CH:23]=[CH:22][CH:21]=[CH:20][N:19]=3)=[N:14][O:15][C:16]=2[CH3:17])[S:5][C:6]=1[C:7]([OH:9])=O.F[B-](F)(F)F.N1(OC(N(C)C)=[N+](C)C)C2C=CC=CC=2N=N1.C(N(CC)C(C)C)(C)C.[NH2:55][CH:56]1[CH2:61][CH2:60][O:59][CH2:58][CH2:57]1, predict the reaction product. The product is: [O:59]1[CH2:60][CH2:61][CH:56]([NH:55][C:7]([C:6]2[S:5][C:4]([CH2:10][CH2:11][C:12]3[C:13]([C:18]4[CH:23]=[CH:22][CH:21]=[CH:20][N:19]=4)=[N:14][O:15][C:16]=3[CH3:17])=[N:3][C:2]=2[CH3:1])=[O:9])[CH2:57][CH2:58]1.